Dataset: Experimentally validated miRNA-target interactions with 360,000+ pairs, plus equal number of negative samples. Task: Binary Classification. Given a miRNA mature sequence and a target amino acid sequence, predict their likelihood of interaction. (1) The miRNA is hsa-miR-548aj-3p with sequence UAAAAACUGCAAUUACUUUUA. The protein sequence of the target gene is MKAVSPVRPSGRKAPSGCGGGELALRCLAEHGHSLGGSAAAAAAAAAARCKAAEAAADEPALCLQCDMNDCYSRLRRLVPTIPPNKKVSKVEILQHVIDYILDLQLALETHPALLRQPPPPAPPHHPAGTCPAAPPRTPLTALNTDPAGAVNKQGDSILCR. Result: 1 (interaction). (2) The miRNA is rno-miR-133a-5p with sequence AGCUGGUAAAAUGGAACCAAAU. The protein sequence of the target gene is MKIPSGRCNMAAAMETEQLGVEIFETAECEEGNGESQDRPKLEPFYVERYSWSQLKKLLADTRKYHGYMMAKAPHDFMFVKRTDPDGPHSDRVYYLAMSGENRENTLFYSEIPKTINRAAVLMLSWKPLLDLFQATLDYGMYSREEELLRERKRIGTVGIAAYDYHPGSGTFLFQAGSGIYHIKDGGPHGFTQQPLRPNLVETSCPNIRMDPKLCPADPDWIAFIHSNDIWISNLVTREERRITYVHNELANMEEDPRSAGVATFVLQEEFDRYSGYWWCPQAERTPSGGKILRILYEEN.... Result: 0 (no interaction). (3) Result: 0 (no interaction). The protein sequence of the target gene is MSFIMKPHRHFQRTLILLATFCMVSIIISAYYLYSGYKQESEVSGRASEVDCGDLQHIPSRLMEVRRTMISDASRTDPTVLVFVESQYSSLGQDIIMMLESIRFHYHTEIAPGKGDLPALTDNVKGKYVLIIYENILKYINMDSWNRSLLDKYCIEYGVGIIGFHKTSEKNLQSFQFRGFPFSISGNLAVKDCCINPHSPLLRVTKSSKLDRGSLPGTDWTVFQINHSTYQPVIFAKVKTPENLSPPISKHAFYATIIHDLGLHDGIQRVLFGNNLNFWLHKLIFIDAISFLSGKRLTLS.... The miRNA is mmu-miR-3098-3p with sequence UUCUGCUGCCUGCCUUUAGGA. (4) The miRNA is hsa-miR-6499-5p with sequence UCGGGCGCAAGAGCACUGCAGU. The protein sequence of the target gene is MLLLLGLCLGLPLFSESQEEARSWDDTSEQVVLRVPRQLRLLQRLKTKPLMAEFSVKSTIISRYAFTTVSCRMLNRASEDQEAEFQMQIPESAFITNFTMLIGDSVYRGEITQKDKKSSESVKDKRNRTSDDNEENGSDMFKASLVIPSKDKAAFFLSYEELLQRRLGKYEHSISVRPQQLVGRLTVEVDILERSGITSLEVLPLHNSRKKGSGKAEGDVGPPPSTLINQNETFAKVIFKPTVVQQAKIAQNGILGDFIVRYDVEREQNIGDIQVLNGYFVHYFAPKNLPPLPKNVVFVL.... Result: 0 (no interaction). (5) The miRNA is mmu-miR-671-3p with sequence UCCGGUUCUCAGGGCUCCACC. The protein sequence of the target gene is MVALENPECGPEAAEGTPGGRRLLPLPSCLPALASSQVKRLSASRRKQHFINQAVRNSDLVPKAKGRKSLQRLENTQYLLTLLETDGGLPGLEDGDLAPPASPGIFAEACNNATYVEVWNDFMNRSGEEQERVLRYLEDEGRSKARRRGPGRGEDRRREDPAYTPRECFQRISRRLRAVLKRSRIPMETLETWEERLLRFFSVSPQAVYTAMLDNSFERLLLHAVCQYMDLISASADLEGKRQMKVSNRHLDFLPPGLLLSAYLEQHS. Result: 0 (no interaction). (6) The miRNA is hsa-miR-193b-5p with sequence CGGGGUUUUGAGGGCGAGAUGA. Result: 0 (no interaction). The protein sequence of the target gene is MCRSLRYCVSHCLYLAMTRLEEVNREVNMHSSVRYLGYLARINLLVAICLGLYVRWEKTANSLILVIFILGLFVLGIASILYYYFSMEAASLSLSNLWFGFLLGLLCFLDNSSFKSDVKEETTKYLLLTSIVLRILCALVERISGYVRHRPTLLTTVEFLELVGFAIASTTMLVEKSLSVILLVMALAMLIIDLRMKSFLAIPNLIIFSVLLFFSSLETPQNPIAFACFFICLVTDPFLDIYFSGLSVTERWKPFLHRGRICRRLSVLFTAMIELTFFILSAFKLRDTHLWYFVIPGFSI.... (7) The miRNA is hsa-miR-98-5p with sequence UGAGGUAGUAAGUUGUAUUGUU. The protein sequence of the target gene is MAAAVPQRAWTVEQLRSEQLPKKDIIKFLQEHGSDSFLAEHKLLGNIKNVAKTANKDHLVTAYNHLFETKRFKGTESISKVSEQVKNVKLNEDKPKETKSEETLDEGPPKYTKSVLKKGDKTNFPKKGDVVHCWYTGTLQDGTVFDTNIQTSAKKKKNAKPLSFKVGVGKVIRGWDEALLTMSKGEKARLEIEPEWAYGKKGQPDAKIPPNAKLTFEVELVDID. Result: 1 (interaction). (8) The miRNA is cel-miR-55-3p with sequence UACCCGUAUAAGUUUCUGCUGAG. The protein sequence of the target gene is MAFRAICVLVGVFICSICVRGSSQPQARVYLTFDELRETKTSEYFSLSHQQLDYRILLMDEDQDRIYVGSKDHILSLNINNISQEPLSVFWPASTIKVEECKMAGKDPTHGCGNFVRVIQTFNRTHLYVCGSGAFSPVCTYLNRGRRSEDQVFMIDSKCESGKGRCSFNPNVNTVSVMINEELFSGMYIDFMGTDAAIFRSLTKRNAVRTDQHNSKWLSEPMFVDAHVIPDGTDPNDAKVYFFFKERLTDNNRSTKQIHSMIARICPNDTGGQRSLVNKWTTFLKARLVCSVTDEDGPET.... Result: 0 (no interaction). (9) The miRNA is dme-miR-279-3p with sequence UGACUAGAUCCACACUCAUUAA. The protein sequence of the target gene is MTRILTACKVVKTLKSGFGFANVTTKRQWDFSRPGIRLLSVKAKTAHIVLEDGTKMKGYSFGHPSSVAGEVVFNTGLGGYPEALTDPAYKGQILTMANPIIGNGGAPDTTARDELGLNKYMESDGIKVAGLLVLNYSNDYNHWLATKSLGQWLQEEKVPAIYGVDTRMLTKIIRDKGTMLGKIEFEGQSVDFVDPNKQNLIAEVSTKDVKVFGKGNPTKVVAVDCGIKNNVIRLLVKRGAEVHLVPWNHDFTQMEYDGLLIAGGPGNPALAQPLIQNVKKILESDRKEPLFGISTGNIIT.... Result: 0 (no interaction).